Task: Predict the reaction yield, written as a fraction of the theoretical maximum amount of product (1.0 means a 100% yield; for example, 0.34 means a 34% yield).. Dataset: Reaction yield outcomes from USPTO patents with 853,638 reactions (1) The reactants are [H-].[Na+].[S:3]1[C:11]2[C:6](=[N:7][CH:8]=[CH:9][CH:10]=2)[N:5]=[C:4]1[SH:12].C1(C)C=CC(S(O[CH2:23][C:24]([F:27])([F:26])[F:25])(=O)=O)=CC=1. The catalyst is CN(C)C=O. The product is [F:25][C:24]([F:27])([F:26])[CH2:23][S:12][C:4]1[S:3][C:11]2[C:6]([N:5]=1)=[N:7][CH:8]=[CH:9][CH:10]=2. The yield is 0.390. (2) The reactants are CO[C:3]1[C:4](=[O:14])[NH:5][C:6]2[C:11]([N:12]=1)=[CH:10][CH:9]=[CH:8][C:7]=2[CH3:13].[NH:15]1[CH2:20][CH2:19][NH:18][CH2:17][CH2:16]1. No catalyst specified. The product is [CH3:13][C:7]1[CH:8]=[CH:9][CH:10]=[C:11]2[C:6]=1[NH:5][C:4](=[O:14])[C:3]([N:15]1[CH2:20][CH2:19][NH:18][CH2:17][CH2:16]1)=[N:12]2. The yield is 0.460. (3) The reactants are [Cl:1][C:2]1[CH:9]=[CH:8][CH:7]=[CH:6][C:3]=1[CH2:4][NH2:5].Cl[C:11]([O:13][CH2:14][CH3:15])=[O:12].Cl. The catalyst is N1C=CC=CC=1. The product is [Cl:1][C:2]1[CH:9]=[CH:8][CH:7]=[CH:6][C:3]=1[CH2:4][NH:5][C:11](=[O:12])[O:13][CH2:14][CH3:15]. The yield is 1.00. (4) The reactants are [C:1]([O:5][C:6](=[O:34])[NH:7][C:8]1([C:12]2[CH:17]=[CH:16][C:15]([C:18]3[C:19]([C:28]4[CH:33]=[CH:32][CH:31]=[CH:30][CH:29]=4)=[CH:20][C:21]4[NH:26][CH2:25][CH2:24][O:23][C:22]=4[N:27]=3)=[CH:14][CH:13]=2)[CH2:11][CH2:10][CH2:9]1)([CH3:4])(C)C.C(=O)([O-])[O-].[K+].[K+].Br[CH2:42][C:43]#N.[C:45]([O-])(O)=O.[Na+].C[N:51]([CH:53]=O)C. No catalyst specified. The product is [C:53]([CH2:45][N:26]1[CH2:25][CH2:24][O:23][C:22]2[N:27]=[C:18]([C:15]3[CH:14]=[CH:13][C:12]([C:8]4([NH:7][C:6](=[O:34])[O:5][CH2:1][CH2:4][CH2:42][CH3:43])[CH2:11][CH2:10][CH2:9]4)=[CH:17][CH:16]=3)[C:19]([C:28]3[CH:33]=[CH:32][CH:31]=[CH:30][CH:29]=3)=[CH:20][C:21]1=2)#[N:51]. The yield is 0.190. (5) The reactants are [N:1]([CH2:4][C:5]1([CH3:18])[O:9][C:8](=[O:10])[N:7]([C:11]2[CH:16]=[CH:15][C:14]([Cl:17])=[CH:13][N:12]=2)[CH2:6]1)=[N+]=[N-].C1(P(C2C=CC=CC=2)C2C=CC=CC=2)C=CC=CC=1. The catalyst is O1CCCC1.O. The product is [NH2:1][CH2:4][C:5]1([CH3:18])[O:9][C:8](=[O:10])[N:7]([C:11]2[CH:16]=[CH:15][C:14]([Cl:17])=[CH:13][N:12]=2)[CH2:6]1. The yield is 0.890. (6) The reactants are [F:1][C:2]1[CH:7]=[CH:6][C:5]([C:8]2[NH:12][N:11]=[CH:10][C:9]=2[C:13]2[S:14][CH:15]=[C:16]([CH2:18][C:19]([O:21]CC)=[O:20])[N:17]=2)=[CH:4][CH:3]=1.[OH-].[Na+]. The catalyst is C(O)C. The product is [F:1][C:2]1[CH:7]=[CH:6][C:5]([C:8]2[NH:12][N:11]=[CH:10][C:9]=2[C:13]2[S:14][CH:15]=[C:16]([CH2:18][C:19]([OH:21])=[O:20])[N:17]=2)=[CH:4][CH:3]=1. The yield is 0.750. (7) The reactants are [C:1]([C:5]1[CH:30]=[CH:29][C:8]([C:9]([NH:11][C:12]2[CH:17]=[CH:16][N:15]=[CH:14][C:13]=2[NH:18][C:19](=[O:28])[C:20]2[CH:25]=[CH:24][C:23]([O:26][CH3:27])=[CH:22][CH:21]=2)=[O:10])=[C:7]([O:31][CH:32]2[CH2:37][CH2:36][NH:35][CH2:34][CH2:33]2)[CH:6]=1)([CH3:4])([CH3:3])[CH3:2].[CH:38](=O)[C:39]1[CH:44]=[CH:43][CH:42]=[CH:41][CH:40]=1. No catalyst specified. The product is [C:1]([C:5]1[CH:30]=[CH:29][C:8]([C:9]([NH:11][C:12]2[CH:17]=[CH:16][N:15]=[CH:14][C:13]=2[NH:18][C:19](=[O:28])[C:20]2[CH:21]=[CH:22][C:23]([O:26][CH3:27])=[CH:24][CH:25]=2)=[O:10])=[C:7]([O:31][CH:32]2[CH2:37][CH2:36][N:35]([CH2:38][C:39]3[CH:44]=[CH:43][CH:42]=[CH:41][CH:40]=3)[CH2:34][CH2:33]2)[CH:6]=1)([CH3:4])([CH3:2])[CH3:3]. The yield is 1.06.